This data is from Full USPTO retrosynthesis dataset with 1.9M reactions from patents (1976-2016). The task is: Predict the reactants needed to synthesize the given product. Given the product [S:16]1[C:20]2[CH:21]=[CH:22][CH:23]=[CH:24][C:19]=2[C:18]([CH2:25][N:2]2[C:27]([C:29]3[N:33]([CH3:34])[CH:32]=[C:31]([C:35]([O:37][CH3:38])=[O:36])[CH:30]=3)=[C:4]3[C:3]([N:8]([CH2:9][CH:10]([CH3:11])[CH3:12])[C:7](=[O:13])[N:6]([CH3:14])[C:5]3=[O:15])=[N:1]2)=[CH:17]1, predict the reactants needed to synthesize it. The reactants are: [NH:1]([C:3]1[N:8]([CH2:9][CH:10]([CH3:12])[CH3:11])[C:7](=[O:13])[N:6]([CH3:14])[C:5](=[O:15])[CH:4]=1)[NH2:2].[S:16]1[C:20]2[CH:21]=[CH:22][CH:23]=[CH:24][C:19]=2[C:18]([CH:25]=O)=[CH:17]1.[CH:27]([C:29]1[N:33]([CH3:34])[CH:32]=[C:31]([C:35]([O:37][CH3:38])=[O:36])[CH:30]=1)=O.